Dataset: Full USPTO retrosynthesis dataset with 1.9M reactions from patents (1976-2016). Task: Predict the reactants needed to synthesize the given product. Given the product [CH3:16][C:17]([S:24][S:25][CH3:26])([CH3:23])[CH2:18][CH2:19][C:20]([NH:1][CH2:2][CH2:3][CH2:4][O:5][C:6]1[CH:11]=[C:10]([CH2:12][OH:13])[CH:9]=[C:8]([CH2:14][OH:15])[CH:7]=1)=[O:21], predict the reactants needed to synthesize it. The reactants are: [NH2:1][CH2:2][CH2:3][CH2:4][O:5][C:6]1[CH:11]=[C:10]([CH2:12][OH:13])[CH:9]=[C:8]([CH2:14][OH:15])[CH:7]=1.[CH3:16][C:17]([S:24][S:25][CH3:26])([CH3:23])[CH2:18][CH2:19][C:20](O)=[O:21].C(N=C=NC(C)C)(C)C.O.ON1C2C=CC=CC=2N=N1.